This data is from Full USPTO retrosynthesis dataset with 1.9M reactions from patents (1976-2016). The task is: Predict the reactants needed to synthesize the given product. (1) The reactants are: C([O:4][C:5]1[CH:6]=[C:7]2[C:12](=[CH:13][C:14]=1[O:15][CH3:16])[N:11]=[C:10]([C:17]1[CH:22]=[CH:21][C:20]([C:23]3[CH:28]=[CH:27][CH:26]=[CH:25][CH:24]=3)=[C:19]([F:29])[CH:18]=1)[N:9]=[C:8]2[NH:30][C:31]1[CH:32]=[C:33]2[C:37](=[CH:38][CH:39]=1)[N:36]([C:40]([O:42][C:43]([CH3:46])([CH3:45])[CH3:44])=[O:41])[N:35]=[CH:34]2)(=O)C.[NH4+].[OH-]. Given the product [F:29][C:19]1[CH:18]=[C:17]([C:10]2[N:9]=[C:8]([NH:30][C:31]3[CH:32]=[C:33]4[C:37](=[CH:38][CH:39]=3)[N:36]([C:40]([O:42][C:43]([CH3:44])([CH3:45])[CH3:46])=[O:41])[N:35]=[CH:34]4)[C:7]3[C:12](=[CH:13][C:14]([O:15][CH3:16])=[C:5]([OH:4])[CH:6]=3)[N:11]=2)[CH:22]=[CH:21][C:20]=1[C:23]1[CH:24]=[CH:25][CH:26]=[CH:27][CH:28]=1, predict the reactants needed to synthesize it. (2) The reactants are: [NH2:1][C:2]1[CH:16]=[CH:15][C:5]([CH2:6][NH:7][C:8](=[O:14])[O:9][C:10]([CH3:13])([CH3:12])[CH3:11])=[CH:4][CH:3]=1.[C:17]([NH:25][C@@H:26]([C:32]1[CH:37]=[CH:36][CH:35]=[CH:34][CH:33]=1)[C@@H:27]([OH:31])[C:28](O)=[O:29])(=[O:24])[C:18]1[CH:23]=[CH:22][CH:21]=[CH:20][CH:19]=1.CCN(C(C)C)C(C)C.C1C=NC2N(O)N=NC=2C=1.C1CN([P+](Br)(N2CCCC2)N2CCCC2)CC1.F[P-](F)(F)(F)(F)F. Given the product [C:10]([O:9][C:8](=[O:14])[NH:7][CH2:6][C:5]1[CH:15]=[CH:16][C:2]([NH:1][C:28](=[O:29])[C@H:27]([OH:31])[C@@H:26]([NH:25][C:17](=[O:24])[C:18]2[CH:23]=[CH:22][CH:21]=[CH:20][CH:19]=2)[C:32]2[CH:33]=[CH:34][CH:35]=[CH:36][CH:37]=2)=[CH:3][CH:4]=1)([CH3:12])([CH3:13])[CH3:11], predict the reactants needed to synthesize it. (3) Given the product [F:15][CH:14]([F:16])[O:3][C:4]1[CH:9]=[CH:8][CH:7]=[CH:6][C:5]=1[C:10](=[O:12])[CH3:11], predict the reactants needed to synthesize it. The reactants are: [OH-].[K+].[OH:3][C:4]1[CH:9]=[CH:8][CH:7]=[CH:6][C:5]=1[C:10](=[O:12])[CH3:11].Br[C:14](P(=O)(OCC)OCC)([F:16])[F:15]. (4) Given the product [C:39]([O:42][C:43](=[O:44])[NH:14][C:5]1[CH:6]=[C:7]([O:8][CH2:9][C:10]([F:12])([F:13])[F:11])[C:2]([Cl:1])=[CH:3][C:4]=1[N+:15]([O-:17])=[O:16])([CH3:41])([CH3:40])[CH3:38], predict the reactants needed to synthesize it. The reactants are: [Cl:1][C:2]1[C:7]([O:8][CH2:9][C:10]([F:13])([F:12])[F:11])=[CH:6][C:5]([NH2:14])=[C:4]([N+:15]([O-:17])=[O:16])[CH:3]=1.ClC1C(Cl)=CC(N)=C([N+]([O-])=O)C=1.FC(F)(F)CO.[OH-].[K+].[CH3:38][C:39]([O:42][C:43](O[C:43]([O:42][C:39]([CH3:41])([CH3:40])[CH3:38])=[O:44])=[O:44])([CH3:41])[CH3:40].C(O)(C(F)(F)F)=O. (5) Given the product [Cl:1][C:2]1[CH:3]=[C:4]([N:5]2[CH:11]=[CH:15][CH:14]=[CH:13]2)[CH:6]=[CH:7][CH:8]=1, predict the reactants needed to synthesize it. The reactants are: [Cl:1][C:2]1[CH:3]=[C:4]([CH:6]=[CH:7][CH:8]=1)[NH2:5].CO[CH:11]1[CH2:15][CH2:14][CH:13](OC)O1.O. (6) Given the product [CH:17]1([NH:16][C:14](=[O:15])[C:13]2[CH:20]=[CH:21][C:22]([CH3:23])=[C:11]([C:7]3[N:6]=[C:5]4[NH:4][N:3]=[C:2]([NH:1][C:14](=[O:15])[CH:13]([CH3:20])[CH3:12])[C:10]4=[CH:9][CH:8]=3)[CH:12]=2)[CH2:18][CH2:19]1, predict the reactants needed to synthesize it. The reactants are: [NH2:1][C:2]1[C:10]2[C:5](=[N:6][C:7]([C:11]3[CH:12]=[C:13]([CH:20]=[CH:21][C:22]=3[CH3:23])[C:14]([NH:16][CH:17]3[CH2:19][CH2:18]3)=[O:15])=[CH:8][CH:9]=2)[NH:4][N:3]=1.[Cl-]. (7) The reactants are: [Cl:1][C:2]1[CH:9]=[C:8]([N:10]([CH2:16][C:17]2[CH:22]=[CH:21][CH:20]=[CH:19][C:18]=2[Cl:23])[C@H:11]2[CH2:15][CH2:14][NH:13][CH2:12]2)[CH:7]=[CH:6][C:3]=1[C:4]#[N:5].[CH:24]1([S:27](Cl)(=[O:29])=[O:28])[CH2:26][CH2:25]1. Given the product [Cl:1][C:2]1[CH:9]=[C:8]([N:10]([CH2:16][C:17]2[CH:22]=[CH:21][CH:20]=[CH:19][C:18]=2[Cl:23])[C@H:11]2[CH2:15][CH2:14][N:13]([S:27]([CH:24]3[CH2:26][CH2:25]3)(=[O:29])=[O:28])[CH2:12]2)[CH:7]=[CH:6][C:3]=1[C:4]#[N:5], predict the reactants needed to synthesize it. (8) Given the product [CH3:1][C:2]1[CH:7]=[CH:6][C:5]([S:8]([O:11][CH2:12][CH:13]2[CH2:17][C:16]3[CH:18]=[CH:19][CH:20]=[C:21]([C:25]4[CH:26]=[CH:27][CH:28]=[CH:29][C:24]=4[Cl:23])[C:15]=3[O:14]2)(=[O:10])=[O:9])=[CH:4][CH:3]=1, predict the reactants needed to synthesize it. The reactants are: [CH3:1][C:2]1[CH:7]=[CH:6][C:5]([S:8]([O:11][CH2:12][CH:13]2[CH2:17][C:16]3[CH:18]=[CH:19][CH:20]=[C:21](Br)[C:15]=3[O:14]2)(=[O:10])=[O:9])=[CH:4][CH:3]=1.[Cl:23][C:24]1[CH:29]=[CH:28][CH:27]=[CH:26][C:25]=1B(O)O.C(=O)([O-])[O-].[K+].[K+].CC1C=CC(S(OCC2CC3C(C4C=CC=CC=4)=CC=CC=3O2)(=O)=O)=CC=1. (9) Given the product [OH:36][CH2:35][C:33]([N:1]1[CH2:2][CH2:3][CH:4]([NH:7][C:8]([C:10]2[C:14]3[N:15]=[CH:16][N:17]=[C:18]([C:19]4[CH:24]=[C:23]([O:25][CH3:26])[CH:22]=[CH:21][C:20]=4[O:27][CH2:28][CH:29]4[CH2:30][CH2:31]4)[C:13]=3[NH:12][CH:11]=2)=[O:9])[CH2:5][CH2:6]1)=[O:34], predict the reactants needed to synthesize it. The reactants are: [NH:1]1[CH2:6][CH2:5][CH:4]([NH:7][C:8]([C:10]2[C:14]3[N:15]=[CH:16][N:17]=[C:18]([C:19]4[CH:24]=[C:23]([O:25][CH3:26])[CH:22]=[CH:21][C:20]=4[O:27][CH2:28][CH:29]4[CH2:31][CH2:30]4)[C:13]=3[NH:12][CH:11]=2)=[O:9])[CH2:3][CH2:2]1.Cl[C:33]([CH2:35][O:36]C(=O)C)=[O:34].